Dataset: Reaction yield outcomes from USPTO patents with 853,638 reactions. Task: Predict the reaction yield, written as a fraction of the theoretical maximum amount of product (1.0 means a 100% yield; for example, 0.34 means a 34% yield). (1) The reactants are Br[C:2]1[C:10]2[O:9][CH2:8][CH:7]([C:11]3[CH:16]=[CH:15][C:14]([CH:17]([CH3:19])[CH3:18])=[CH:13][CH:12]=3)[C:6]=2[C:5]([CH3:20])=[C:4]([NH:21][C:22](=[O:28])[CH2:23][C:24]([CH3:27])([CH3:26])[CH3:25])[C:3]=1[CH3:29].[N+:30]([C:33]1[CH:34]=[C:35](B(O)O)[CH:36]=[CH:37][CH:38]=1)([O-:32])=[O:31]. No catalyst specified. The product is [N+:30]([C:33]1[CH:38]=[C:37]([C:2]2[C:10]3[O:9][CH2:8][CH:7]([C:11]4[CH:16]=[CH:15][C:14]([CH:17]([CH3:19])[CH3:18])=[CH:13][CH:12]=4)[C:6]=3[C:5]([CH3:20])=[C:4]([NH:21][C:22](=[O:28])[CH2:23][C:24]([CH3:25])([CH3:26])[CH3:27])[C:3]=2[CH3:29])[CH:36]=[CH:35][CH:34]=1)([O-:32])=[O:31]. The yield is 0.590. (2) The reactants are [Br:1][C:2]1[C:3]([OH:13])=[C:4]([C:10](=[O:12])[CH3:11])[CH:5]=[C:6]([Cl:9])[C:7]=1[CH3:8].C1(P(C2C=CC=CC=2)C2C=CC=CC=2)C=CC=CC=1.O[CH2:34][CH2:35][NH:36][C:37](=[O:43])[O:38][C:39]([CH3:42])([CH3:41])[CH3:40].N(C(OC(C)C)=O)=NC(OC(C)C)=O. The catalyst is C(Cl)Cl.O. The product is [C:10]([C:4]1[C:3]([O:13][CH2:34][CH2:35][NH:36][C:37](=[O:43])[O:38][C:39]([CH3:42])([CH3:41])[CH3:40])=[C:2]([Br:1])[C:7]([CH3:8])=[C:6]([Cl:9])[CH:5]=1)(=[O:12])[CH3:11]. The yield is 0.590. (3) The reactants are [OH:1][C:2]1[CH:10]=[CH:9][C:8]([C:11]2[N:12]([C:27]([O:29][C:30]([CH3:33])([CH3:32])[CH3:31])=[O:28])[C:13]3[C:18]([CH:19]=2)=[CH:17][C:16]([CH2:20][N:21]2[CH2:26][CH2:25][CH2:24][CH2:23][CH2:22]2)=[CH:15][CH:14]=3)=[C:7]2[C:3]=1[CH2:4][NH:5][C:6]2=[O:34].C1(P(C2C=CC=CC=2)C2C=CC=CC=2)C=CC=CC=1.[Si:54]([O:61][CH2:62][CH2:63][CH2:64]O)([C:57]([CH3:60])([CH3:59])[CH3:58])([CH3:56])[CH3:55].CCOC(/N=N/C(OCC)=O)=O.C1(C)C=CC=CC=1. The catalyst is C1COCC1. The product is [Si:54]([O:61][CH2:62][CH2:63][CH2:64][O:1][C:2]1[CH:10]=[CH:9][C:8]([C:11]2[N:12]([C:27]([O:29][C:30]([CH3:31])([CH3:33])[CH3:32])=[O:28])[C:13]3[C:18]([CH:19]=2)=[CH:17][C:16]([CH2:20][N:21]2[CH2:26][CH2:25][CH2:24][CH2:23][CH2:22]2)=[CH:15][CH:14]=3)=[C:7]2[C:3]=1[CH2:4][NH:5][C:6]2=[O:34])([C:57]([CH3:58])([CH3:59])[CH3:60])([CH3:56])[CH3:55]. The yield is 0.530. (4) The reactants are [C:1]([C:3]1[C:11]2[C:6](=[CH:7][C:8]([O:12][CH2:13][CH3:14])=[CH:9][CH:10]=2)[N:5]([CH2:15][CH3:16])[C:4]=1[C:17]1[CH:22]=[CH:21][C:20]([NH:23][C:24](=[O:32])[NH:25][CH2:26][C:27](OCC)=[O:28])=[CH:19][CH:18]=1)#[N:2].Cl.CC(C)=[O:36]. No catalyst specified. The product is [CH2:13]([O:12][C:8]1[CH:7]=[C:6]2[C:11]([C:3]([C:1]([NH2:2])=[O:36])=[C:4]([C:17]3[CH:22]=[CH:21][C:20]([N:23]4[C:27](=[O:28])[CH2:26][NH:25][C:24]4=[O:32])=[CH:19][CH:18]=3)[N:5]2[CH2:15][CH3:16])=[CH:10][CH:9]=1)[CH3:14]. The yield is 0.870. (5) The reactants are [I:1][C:2]1[CH:7]=[CH:6][C:5]([OH:8])=[CH:4][CH:3]=1.[C:22]1(P([C:22]2[CH:27]=[CH:26][CH:25]=[CH:24][CH:23]=2)[C:22]2[CH:27]=[CH:26][CH:25]=[CH:24][CH:23]=2)[CH:27]=[CH:26][CH:25]=[CH:24][CH:23]=1.[CH2:28]1COC[CH2:29]1.N(C(OC(C)C)=O)=NC(OC(C)C)=O. The catalyst is CCCCCC. The product is [CH2:26]([CH:25]1[CH2:24][CH2:23][CH:29]([O:8][C:5]2[CH:6]=[CH:7][C:2]([I:1])=[CH:3][CH:4]=2)[CH2:28]1)[CH2:27][CH3:22]. The yield is 0.650. (6) The reactants are [OH:1][C:2]1[CH:11]=[C:10]2[C:5]([C:6]([O:12][C:13]3[CH:14]=[CH:15][C:16]([NH:19][C:20]([C:22]4[C:23](=[O:35])[N:24]([C:29]5[CH:34]=[CH:33][CH:32]=[CH:31][CH:30]=5)[N:25]([CH3:28])[C:26]=4[CH3:27])=[O:21])=[N:17][CH:18]=3)=[CH:7][CH:8]=[N:9]2)=[CH:4][CH:3]=1.C([O-])([O-])=O.[Cs+].[Cs+].CS(O[CH2:47][CH2:48][CH2:49][C:50]1([OH:53])[CH2:52][CH2:51]1)(=O)=O. The catalyst is CC(N(C)C)=O. The product is [OH:53][C:50]1([CH2:49][CH2:48][CH2:47][O:1][C:2]2[CH:11]=[C:10]3[C:5]([C:6]([O:12][C:13]4[CH:14]=[CH:15][C:16]([NH:19][C:20]([C:22]5[C:23](=[O:35])[N:24]([C:29]6[CH:30]=[CH:31][CH:32]=[CH:33][CH:34]=6)[N:25]([CH3:28])[C:26]=5[CH3:27])=[O:21])=[N:17][CH:18]=4)=[CH:7][CH:8]=[N:9]3)=[CH:4][CH:3]=2)[CH2:52][CH2:51]1. The yield is 0.626. (7) The reactants are [OH:1][C:2]1[CH:11]=[C:10]2[C:5]([C:6]([S:12][CH3:13])=[N:7][CH:8]=[N:9]2)=[CH:4][CH:3]=1.[H-].[Na+].[C:16]([N:19]1[CH2:24][CH2:23][N:22]([C:25](=[O:28])[CH2:26]Br)[CH2:21][CH2:20]1)(=[O:18])[CH3:17].C(OCC)(=O)C. The catalyst is CN(C)C=O. The product is [C:25]([N:22]1[CH2:23][CH2:24][N:19]([C:16](=[O:18])[CH2:17][O:1][C:2]2[CH:11]=[C:10]3[C:5]([C:6]([S:12][CH3:13])=[N:7][CH:8]=[N:9]3)=[CH:4][CH:3]=2)[CH2:20][CH2:21]1)(=[O:28])[CH3:26]. The yield is 0.990.